From a dataset of Full USPTO retrosynthesis dataset with 1.9M reactions from patents (1976-2016). Predict the reactants needed to synthesize the given product. The reactants are: [O:1]1[C:5]2[CH:6]=[CH:7][C:8]([CH2:10][NH:11][CH3:12])=[CH:9][C:4]=2[CH:3]=[CH:2]1.Cl.[O:14]=[C:15]1[NH:24][C:23]2[N:22]=[CH:21][C:20]([CH:25]=[CH:26][C:27]([OH:29])=O)=[CH:19][C:18]=2[CH2:17][CH2:16]1.C1C=CC2N(O)N=NC=2C=1.CCN(C(C)C)C(C)C.CCN=C=NCCCN(C)C.Cl. Given the product [O:1]1[C:5]2[CH:6]=[CH:7][C:8]([CH2:10][N:11]([CH3:12])[C:27](=[O:29])/[CH:26]=[CH:25]/[C:20]3[CH:21]=[N:22][C:23]4[NH:24][C:15](=[O:14])[CH2:16][CH2:17][C:18]=4[CH:19]=3)=[CH:9][C:4]=2[CH:3]=[CH:2]1, predict the reactants needed to synthesize it.